Dataset: Peptide-MHC class I binding affinity with 185,985 pairs from IEDB/IMGT. Task: Regression. Given a peptide amino acid sequence and an MHC pseudo amino acid sequence, predict their binding affinity value. This is MHC class I binding data. The peptide sequence is LEFFLIVLLI. The MHC is HLA-B44:03 with pseudo-sequence HLA-B44:03. The binding affinity (normalized) is 0.277.